This data is from Peptide-MHC class II binding affinity with 134,281 pairs from IEDB. The task is: Regression. Given a peptide amino acid sequence and an MHC pseudo amino acid sequence, predict their binding affinity value. This is MHC class II binding data. (1) The peptide sequence is SPFGKAAAGDKPS. The MHC is HLA-DQA10501-DQB10301 with pseudo-sequence HLA-DQA10501-DQB10301. The binding affinity (normalized) is 0.0847. (2) The peptide sequence is YDSNIMNSINNVMDE. The MHC is HLA-DQA10501-DQB10201 with pseudo-sequence HLA-DQA10501-DQB10201. The binding affinity (normalized) is 0.497.